This data is from Catalyst prediction with 721,799 reactions and 888 catalyst types from USPTO. The task is: Predict which catalyst facilitates the given reaction. (1) Reactant: [H-].[Na+].[OH:3][CH2:4][C:5]1[CH:10]=[CH:9][CH:8]=[CH:7][C:6]=1[C:11](=[N:16][O:17][CH3:18])[C:12]([NH:14][CH3:15])=[O:13].[F:19][C:20]1[CH:25]=[CH:24][CH:23]=[C:22](F)[N:21]=1.O. Product: [F:19][C:20]1[N:21]=[C:22]([O:3][CH2:4][C:5]2[CH:10]=[CH:9][CH:8]=[CH:7][C:6]=2[C:11](=[N:16][O:17][CH3:18])[C:12]([NH:14][CH3:15])=[O:13])[CH:23]=[CH:24][CH:25]=1. The catalyst class is: 1. (2) Reactant: [NH2:1][C:2]1[CH:3]=[C:4]([C:27]2[CH:32]=[CH:31][C:30]([O:33][CH:34]3[CH2:39][CH2:38][N:37]([CH3:40])[CH2:36][CH2:35]3)=[CH:29][CH:28]=2)[CH:5]=[CH:6][C:7]=1[NH:8][C:9]([C:11]1[CH:12]=[C:13]([C:19]2[CH:24]=[CH:23][CH:22]=[C:21]([O:25][CH3:26])[CH:20]=2)[C:14]([O:17][CH3:18])=[CH:15][CH:16]=1)=[O:10].[C:41](OC(=O)C)(=[O:43])[CH3:42]. The catalyst class is: 17. Product: [C:41]([NH:1][C:2]1[CH:3]=[C:4]([C:27]2[CH:32]=[CH:31][C:30]([O:33][CH:34]3[CH2:35][CH2:36][N:37]([CH3:40])[CH2:38][CH2:39]3)=[CH:29][CH:28]=2)[CH:5]=[CH:6][C:7]=1[NH:8][C:9]([C:11]1[CH:12]=[C:13]([C:19]2[CH:24]=[CH:23][CH:22]=[C:21]([O:25][CH3:26])[CH:20]=2)[C:14]([O:17][CH3:18])=[CH:15][CH:16]=1)=[O:10])(=[O:43])[CH3:42].